This data is from NCI-60 drug combinations with 297,098 pairs across 59 cell lines. The task is: Regression. Given two drug SMILES strings and cell line genomic features, predict the synergy score measuring deviation from expected non-interaction effect. (1) Drug 1: CCC(=C(C1=CC=CC=C1)C2=CC=C(C=C2)OCCN(C)C)C3=CC=CC=C3.C(C(=O)O)C(CC(=O)O)(C(=O)O)O. Drug 2: CC(C)NC(=O)C1=CC=C(C=C1)CNNC.Cl. Cell line: SR. Synergy scores: CSS=-1.65, Synergy_ZIP=1.36, Synergy_Bliss=-1.20, Synergy_Loewe=-2.61, Synergy_HSA=-4.23. (2) Drug 1: CC12CCC3C(C1CCC2=O)CC(=C)C4=CC(=O)C=CC34C. Drug 2: CC1CCC2CC(C(=CC=CC=CC(CC(C(=O)C(C(C(=CC(C(=O)CC(OC(=O)C3CCCCN3C(=O)C(=O)C1(O2)O)C(C)CC4CCC(C(C4)OC)O)C)C)O)OC)C)C)C)OC. Cell line: NCI-H460. Synergy scores: CSS=40.8, Synergy_ZIP=-2.13, Synergy_Bliss=0.374, Synergy_Loewe=-1.50, Synergy_HSA=2.71. (3) Drug 1: CN(C)C1=NC(=NC(=N1)N(C)C)N(C)C. Drug 2: C1=CC(=CC=C1C#N)C(C2=CC=C(C=C2)C#N)N3C=NC=N3. Cell line: ACHN. Synergy scores: CSS=-6.49, Synergy_ZIP=1.10, Synergy_Bliss=-6.17, Synergy_Loewe=-7.92, Synergy_HSA=-10.2. (4) Drug 1: C1=C(C(=O)NC(=O)N1)F. Drug 2: CC12CCC3C(C1CCC2O)C(CC4=C3C=CC(=C4)O)CCCCCCCCCS(=O)CCCC(C(F)(F)F)(F)F. Cell line: A549. Synergy scores: CSS=44.9, Synergy_ZIP=2.83, Synergy_Bliss=-2.64, Synergy_Loewe=-2.75, Synergy_HSA=-1.27. (5) Drug 1: CCCCCOC(=O)NC1=NC(=O)N(C=C1F)C2C(C(C(O2)C)O)O. Drug 2: CCN(CC)CCNC(=O)C1=C(NC(=C1C)C=C2C3=C(C=CC(=C3)F)NC2=O)C. Cell line: HCT116. Synergy scores: CSS=-4.44, Synergy_ZIP=0.0303, Synergy_Bliss=-8.05, Synergy_Loewe=-10.9, Synergy_HSA=-11.0. (6) Drug 1: C1=C(C(=O)NC(=O)N1)N(CCCl)CCCl. Drug 2: COC1=NC(=NC2=C1N=CN2C3C(C(C(O3)CO)O)O)N. Cell line: RXF 393. Synergy scores: CSS=29.4, Synergy_ZIP=-3.71, Synergy_Bliss=3.17, Synergy_Loewe=-5.12, Synergy_HSA=3.24. (7) Drug 1: CN1C(=O)N2C=NC(=C2N=N1)C(=O)N. Drug 2: COCCOC1=C(C=C2C(=C1)C(=NC=N2)NC3=CC=CC(=C3)C#C)OCCOC.Cl. Cell line: HOP-62. Synergy scores: CSS=7.25, Synergy_ZIP=-10.0, Synergy_Bliss=-20.8, Synergy_Loewe=-7.41, Synergy_HSA=-12.9. (8) Drug 1: CC1CCC2CC(C(=CC=CC=CC(CC(C(=O)C(C(C(=CC(C(=O)CC(OC(=O)C3CCCCN3C(=O)C(=O)C1(O2)O)C(C)CC4CCC(C(C4)OC)OP(=O)(C)C)C)C)O)OC)C)C)C)OC. Drug 2: CC1CC(C(C(C=C(C(C(C=CC=C(C(=O)NC2=CC(=O)C(=C(C1)C2=O)OC)C)OC)OC(=O)N)C)C)O)OC. Cell line: NCIH23. Synergy scores: CSS=52.3, Synergy_ZIP=-0.367, Synergy_Bliss=-2.01, Synergy_Loewe=0.263, Synergy_HSA=1.70. (9) Drug 1: CC12CCC3C(C1CCC2=O)CC(=C)C4=CC(=O)C=CC34C. Drug 2: CN(C)N=NC1=C(NC=N1)C(=O)N. Cell line: PC-3. Synergy scores: CSS=47.9, Synergy_ZIP=7.59, Synergy_Bliss=2.18, Synergy_Loewe=-10.7, Synergy_HSA=1.48. (10) Drug 1: C1CCC(CC1)NC(=O)N(CCCl)N=O. Drug 2: C1=CN(C=N1)CC(O)(P(=O)(O)O)P(=O)(O)O. Cell line: NCI-H322M. Synergy scores: CSS=19.5, Synergy_ZIP=5.40, Synergy_Bliss=12.1, Synergy_Loewe=-0.533, Synergy_HSA=12.9.